From a dataset of Full USPTO retrosynthesis dataset with 1.9M reactions from patents (1976-2016). Predict the reactants needed to synthesize the given product. (1) Given the product [C:39]1([CH3:38])[CH:40]=[CH:41][C:42]([S:45]([OH:48])(=[O:46])=[O:47])=[CH:43][CH:44]=1.[CH2:1]([C:5]1[N:6]([C:16]2[CH:17]=[CH:18][C:19]([CH2:22][CH2:23][N:24]([S:28]([C:31]3[CH:32]=[CH:33][C:34]([CH3:37])=[CH:35][CH:36]=3)(=[O:29])=[O:30])[C:25](=[O:26])[OH:27])=[CH:20][CH:21]=2)[C:7]2[CH:12]=[C:11]([CH3:13])[N:10]=[C:9]([CH3:14])[C:8]=2[N:15]=1)[CH2:2][CH2:3][CH3:4], predict the reactants needed to synthesize it. The reactants are: [CH2:1]([C:5]1[N:6]([C:16]2[CH:21]=[CH:20][C:19]([CH2:22][CH2:23][N:24]([S:28]([C:31]3[CH:36]=[CH:35][C:34]([CH3:37])=[CH:33][CH:32]=3)(=[O:30])=[O:29])[C:25](=[O:27])[O-:26])=[CH:18][CH:17]=2)[C:7]2[CH:12]=[C:11]([CH3:13])[N:10]=[C:9]([CH3:14])[C:8]=2[N:15]=1)[CH2:2][CH2:3][CH3:4].[CH3:38][C:39]1[CH:40]=[CH:41][C:42]([S:45]([OH:48])(=[O:47])=[O:46])=[CH:43][CH:44]=1. (2) Given the product [F:27][C:24]1[CH:23]=[CH:22][C:21]([N:16]2[C:15]([CH2:14][O:13][C:11]3[CH:12]=[C:8]([C:6]([OH:7])=[O:5])[N:9]([CH3:28])[N:10]=3)=[C:19]([CH3:20])[N:18]=[N:17]2)=[CH:26][CH:25]=1, predict the reactants needed to synthesize it. The reactants are: O.[OH-].[Li+].C[O:5][C:6]([C:8]1[N:9]([CH3:28])[N:10]=[C:11]([O:13][CH2:14][C:15]2[N:16]([C:21]3[CH:26]=[CH:25][C:24]([F:27])=[CH:23][CH:22]=3)[N:17]=[N:18][C:19]=2[CH3:20])[CH:12]=1)=[O:7].